Dataset: Full USPTO retrosynthesis dataset with 1.9M reactions from patents (1976-2016). Task: Predict the reactants needed to synthesize the given product. (1) Given the product [NH2:29][N:20]1[C:21]([C:25]([F:28])([F:26])[F:27])=[CH:22][C:23](=[O:24])[N:18]([C:5]2[CH:6]=[C:7]([O:8][C:9]3[CH:14]=[CH:13][CH:12]=[CH:11][C:10]=3[N+:15]([O-:17])=[O:16])[C:2]([Cl:1])=[CH:3][C:4]=2[F:34])[C:19]1=[O:33], predict the reactants needed to synthesize it. The reactants are: [Cl:1][C:2]1[C:7]([O:8][C:9]2[CH:14]=[CH:13][CH:12]=[CH:11][C:10]=2[N+:15]([O-:17])=[O:16])=[CH:6][C:5]([N:18]2[C:23](=[O:24])[CH:22]=[C:21]([C:25]([F:28])([F:27])[F:26])[N:20]([N:29]=C(C)C)[C:19]2=[O:33])=[C:4]([F:34])[CH:3]=1.Cl. (2) Given the product [NH2:36][C:33]1[N:34]=[CH:35][C:30]([C:9]2[CH:10]=[CH:11][C:12]([C:15]34[CH2:22][CH2:21][C:18]([CH2:23][C:24]([O:26][CH3:27])=[O:25])([CH2:19][CH2:20]3)[O:17][CH2:16]4)=[CH:13][CH:14]=2)=[CH:31][N:32]=1, predict the reactants needed to synthesize it. The reactants are: CC1(C)C(C)(C)OB([C:9]2[CH:14]=[CH:13][C:12]([C:15]34[CH2:22][CH2:21][C:18]([CH2:23][C:24]([O:26][CH3:27])=[O:25])([CH2:19][CH2:20]3)[O:17][CH2:16]4)=[CH:11][CH:10]=2)O1.Br[C:30]1[CH:31]=[N:32][C:33]([NH2:36])=[N:34][CH:35]=1.[O-]P([O-])([O-])=O.[K+].[K+].[K+]. (3) Given the product [C:1]([O:5][NH:6][C:7]([CH2:9][CH2:10][CH2:11][CH2:12][CH2:13][CH2:14][NH:15][C:16]1[N:17]=[N+:18]([O-:26])[C:19]2[CH:25]=[CH:24][CH:23]=[CH:22][C:20]=2[N+:21]=1[O-:31])=[O:8])([CH3:4])([CH3:2])[CH3:3], predict the reactants needed to synthesize it. The reactants are: [C:1]([O:5][NH:6][C:7]([CH2:9][CH2:10][CH2:11][CH2:12][CH2:13][CH2:14][NH:15][C:16]1[N:17]=[N+:18]([O-:26])[C:19]2[CH:25]=[CH:24][CH:23]=[CH:22][C:20]=2[N:21]=1)=[O:8])([CH3:4])([CH3:3])[CH3:2].[K+].[Br-].CC[O:31]C(C)=O.C(Cl)Cl. (4) Given the product [OH:8][C:7]1[C:2]2[NH:1][C:12](=[O:13])[CH2:11][O:9][C:3]=2[CH:4]=[CH:5][CH:6]=1, predict the reactants needed to synthesize it. The reactants are: [NH2:1][C:2]1[C:7]([OH:8])=[CH:6][CH:5]=[CH:4][C:3]=1[OH:9].Cl[CH2:11][C:12](Cl)=[O:13].C([O-])([O-])=O.[K+].[K+]. (5) Given the product [CH3:73][O:74][C:75]1[N:80]=[CH:79][C:78]([C:2]2[CH:8]=[CH:7][C:6]([N:9]3[CH2:14][CH2:13][O:12][CH2:11][CH2:10]3)=[CH:5][C:3]=2[NH2:4])=[CH:77][CH:76]=1, predict the reactants needed to synthesize it. The reactants are: Cl[C:2]1[CH:8]=[CH:7][C:6]([N:9]2[CH2:14][CH2:13][O:12][CH2:11][CH2:10]2)=[CH:5][C:3]=1[NH2:4].C1(P(C2CCCCC2)C2(OC)CC=CC(OC)=C2C2C=CC=CC=2)CCCCC1.COC1C=CC=C(OC)C=1C1C=CC=CC=1P(C1CCCCC1)C1CCCCC1.[CH3:73][O:74][C:75]1[N:80]=[CH:79][C:78](B(O)O)=[CH:77][CH:76]=1.[O-]P([O-])([O-])=O.[K+].[K+].[K+].